From a dataset of Reaction yield outcomes from USPTO patents with 853,638 reactions. Predict the reaction yield, written as a fraction of the theoretical maximum amount of product (1.0 means a 100% yield; for example, 0.34 means a 34% yield). (1) The reactants are [CH2:1]([N:3]([CH2:6][CH3:7])[CH2:4]C)C.[CH3:8][O:9][C:10]1[CH:11]=C([CH:15]=[CH:16][C:17]=1[N+:18]([O-:20])=[O:19])CO.CS(Cl)(=O)=O.Cl.CNC. The catalyst is C(Cl)Cl. The product is [CH3:8][O:9][C:10]1[CH:11]=[C:7]([CH:15]=[CH:16][C:17]=1[N+:18]([O-:20])=[O:19])[CH2:6][N:3]([CH3:1])[CH3:4]. The yield is 0.650. (2) The catalyst is C(O)(=O)C. The yield is 0.900. The reactants are [NH2:1][C:2]1[CH:9]=[CH:8][C:5]([C:6]#[N:7])=[C:4]([I:10])[CH:3]=1.[C:11]1(=O)[O:16][C:14](=[O:15])[CH:13]=[CH:12]1. The product is [O:15]=[C:14]1[CH:13]=[CH:12][C:11](=[O:16])[N:1]1[C:2]1[CH:9]=[CH:8][C:5]([C:6]#[N:7])=[C:4]([I:10])[CH:3]=1. (3) The reactants are [CH2:1]([N:4]1[C@H:9]([CH3:10])[CH2:8][N:7](C(OCC)=O)[C@@H:6]([CH3:16])[CH2:5]1)[CH:2]=[CH2:3].[OH-].[K+].C(=O)=O.C1(C)C=CC=CC=1. The catalyst is C(O)C. The product is [CH2:1]([N:4]1[CH2:5][C@@H:6]([CH3:16])[NH:7][CH2:8][C@@H:9]1[CH3:10])[CH:2]=[CH2:3]. The yield is 0.690. (4) The reactants are [CH2:1]([C:5]1[CH:10]=[CH:9][C:8]([C:11]#[C:12][C:13]2[CH:44]=[CH:43][C:16]([CH2:17][N:18]([CH2:32][C:33]3[C:42]4[C:37](=[CH:38][CH:39]=[CH:40][CH:41]=4)[CH:36]=[CH:35][CH:34]=3)[C:19]3[CH:31]=[CH:30][C:22]4[O:23]C(C)(C)[O:25][C:26](=[O:27])[C:21]=4[CH:20]=3)=[CH:15][CH:14]=2)=[CH:7][CH:6]=1)[CH2:2][CH2:3][CH3:4].O[Li].O.[ClH:48].[Na+].[Cl-]. The catalyst is O1CCOCC1.O. The product is [ClH:48].[CH2:1]([C:5]1[CH:10]=[CH:9][C:8]([C:11]#[C:12][C:13]2[CH:44]=[CH:43][C:16]([CH2:17][N:18]([CH2:32][C:33]3[C:42]4[C:37](=[CH:38][CH:39]=[CH:40][CH:41]=4)[CH:36]=[CH:35][CH:34]=3)[C:19]3[CH:31]=[CH:30][C:22]([OH:23])=[C:21]([CH:20]=3)[C:26]([OH:27])=[O:25])=[CH:15][CH:14]=2)=[CH:7][CH:6]=1)[CH2:2][CH2:3][CH3:4]. The yield is 0.510. (5) The reactants are Br[C:2]1[CH:3]=[CH:4][C:5]([F:10])=[C:6]([CH:9]=1)[CH:7]=[O:8].[F:11][C:12]1[CH:13]=[C:14](B(O)O)[CH:15]=[CH:16][CH:17]=1.C([O-])([O-])=O.[K+].[K+].CN(C=O)C. The catalyst is CCO.C1C=CC([P]([Pd]([P](C2C=CC=CC=2)(C2C=CC=CC=2)C2C=CC=CC=2)([P](C2C=CC=CC=2)(C2C=CC=CC=2)C2C=CC=CC=2)[P](C2C=CC=CC=2)(C2C=CC=CC=2)C2C=CC=CC=2)(C2C=CC=CC=2)C2C=CC=CC=2)=CC=1.O. The product is [F:10][C:5]1[CH:4]=[CH:3][C:2]([C:16]2[CH:15]=[CH:14][CH:13]=[C:12]([F:11])[CH:17]=2)=[CH:9][C:6]=1[CH:7]=[O:8]. The yield is 0.340.